This data is from Clinical trial toxicity outcomes and FDA approval status for drugs. The task is: Regression/Classification. Given a drug SMILES string, predict its toxicity properties. Task type varies by dataset: regression for continuous values (e.g., LD50, hERG inhibition percentage) or binary classification for toxic/non-toxic outcomes (e.g., AMES mutagenicity, cardiotoxicity, hepatotoxicity). Dataset: clintox. (1) The compound is CC1(C)S[C@@H]2[C@H](NC(=O)[C@H]([NH3+])c3ccc(O)cc3)C(=O)N2[C@H]1C(=O)[O-]. The result is 0 (passed clinical trial). (2) The molecule is Cl[Cr](Cl)Cl. The result is 0 (passed clinical trial). (3) The drug is C[N+](C)(C)CCOC(=O)CCC(=O)OCC[N+](C)(C)C. The result is 0 (passed clinical trial). (4) The compound is NC(=O)NO. The result is 0 (passed clinical trial). (5) The molecule is O=C(c1ccc2nonc2c1)N1CCCCC1. The result is 1 (failed clinical trial for toxicity).